This data is from NCI-60 drug combinations with 297,098 pairs across 59 cell lines. The task is: Regression. Given two drug SMILES strings and cell line genomic features, predict the synergy score measuring deviation from expected non-interaction effect. Drug 1: C1CC(=O)NC(=O)C1N2CC3=C(C2=O)C=CC=C3N. Drug 2: CC1CCC2CC(C(=CC=CC=CC(CC(C(=O)C(C(C(=CC(C(=O)CC(OC(=O)C3CCCCN3C(=O)C(=O)C1(O2)O)C(C)CC4CCC(C(C4)OC)OCCO)C)C)O)OC)C)C)C)OC. Cell line: TK-10. Synergy scores: CSS=15.1, Synergy_ZIP=-2.76, Synergy_Bliss=0.196, Synergy_Loewe=-14.1, Synergy_HSA=0.751.